This data is from Reaction yield outcomes from USPTO patents with 853,638 reactions. The task is: Predict the reaction yield, written as a fraction of the theoretical maximum amount of product (1.0 means a 100% yield; for example, 0.34 means a 34% yield). The catalyst is ClCCl.CCOC(C)=O. The yield is 0.819. The reactants are C([O:5][C:6]([C:8]1[CH:30]=[CH:29][C:11]([O:12][C:13]2[CH:22]=[C:21]3[C:16]([CH:17]([C:23]([O:25][CH3:26])=[O:24])[CH2:18][CH2:19][O:20]3)=[CH:15][C:14]=2[C:27]#[N:28])=[CH:10][CH:9]=1)=[O:7])(C)(C)C.FC(F)(F)C(O)=O. The product is [C:27]([C:14]1[CH:15]=[C:16]2[C:21](=[CH:22][C:13]=1[O:12][C:11]1[CH:29]=[CH:30][C:8]([C:6]([OH:7])=[O:5])=[CH:9][CH:10]=1)[O:20][CH2:19][CH2:18][CH:17]2[C:23]([O:25][CH3:26])=[O:24])#[N:28].